From a dataset of NCI-60 drug combinations with 297,098 pairs across 59 cell lines. Regression. Given two drug SMILES strings and cell line genomic features, predict the synergy score measuring deviation from expected non-interaction effect. (1) Drug 2: C#CCC(CC1=CN=C2C(=N1)C(=NC(=N2)N)N)C3=CC=C(C=C3)C(=O)NC(CCC(=O)O)C(=O)O. Drug 1: C1=CC=C(C(=C1)C(C2=CC=C(C=C2)Cl)C(Cl)Cl)Cl. Cell line: TK-10. Synergy scores: CSS=-3.81, Synergy_ZIP=1.40, Synergy_Bliss=-0.586, Synergy_Loewe=-1.64, Synergy_HSA=-2.93. (2) Drug 1: CC(CN1CC(=O)NC(=O)C1)N2CC(=O)NC(=O)C2. Drug 2: C1C(C(OC1N2C=NC(=NC2=O)N)CO)O. Cell line: CCRF-CEM. Synergy scores: CSS=78.8, Synergy_ZIP=4.08, Synergy_Bliss=4.79, Synergy_Loewe=8.24, Synergy_HSA=9.36. (3) Drug 2: CCC1(C2=C(COC1=O)C(=O)N3CC4=CC5=C(C=CC(=C5CN(C)C)O)N=C4C3=C2)O.Cl. Synergy scores: CSS=24.5, Synergy_ZIP=-3.17, Synergy_Bliss=-2.11, Synergy_Loewe=-5.47, Synergy_HSA=-0.738. Cell line: BT-549. Drug 1: CCC1(CC2CC(C3=C(CCN(C2)C1)C4=CC=CC=C4N3)(C5=C(C=C6C(=C5)C78CCN9C7C(C=CC9)(C(C(C8N6C)(C(=O)OC)O)OC(=O)C)CC)OC)C(=O)OC)O.OS(=O)(=O)O. (4) Drug 1: C1=NC2=C(N1)C(=S)N=CN2. Drug 2: CC12CCC3C(C1CCC2OP(=O)(O)O)CCC4=C3C=CC(=C4)OC(=O)N(CCCl)CCCl.[Na+]. Cell line: SK-MEL-28. Synergy scores: CSS=8.36, Synergy_ZIP=-4.48, Synergy_Bliss=-1.93, Synergy_Loewe=-8.06, Synergy_HSA=-3.81. (5) Drug 1: C1CC(=O)NC(=O)C1N2CC3=C(C2=O)C=CC=C3N. Drug 2: CC(C)CN1C=NC2=C1C3=CC=CC=C3N=C2N. Synergy scores: CSS=11.9, Synergy_ZIP=3.40, Synergy_Bliss=5.87, Synergy_Loewe=4.29, Synergy_HSA=4.62. Cell line: HL-60(TB). (6) Drug 1: CC1=CC2C(CCC3(C2CCC3(C(=O)C)OC(=O)C)C)C4(C1=CC(=O)CC4)C. Drug 2: CC1=C(C(=CC=C1)Cl)NC(=O)C2=CN=C(S2)NC3=CC(=NC(=N3)C)N4CCN(CC4)CCO. Cell line: HOP-62. Synergy scores: CSS=10.6, Synergy_ZIP=1.54, Synergy_Bliss=4.32, Synergy_Loewe=-78.2, Synergy_HSA=-4.77. (7) Drug 2: CN(CCCl)CCCl.Cl. Synergy scores: CSS=-0.587, Synergy_ZIP=0.580, Synergy_Bliss=2.04, Synergy_Loewe=-2.35, Synergy_HSA=-0.672. Cell line: MDA-MB-435. Drug 1: CC12CCC3C(C1CCC2O)C(CC4=C3C=CC(=C4)O)CCCCCCCCCS(=O)CCCC(C(F)(F)F)(F)F. (8) Drug 1: CC1=C(C=C(C=C1)NC2=NC=CC(=N2)N(C)C3=CC4=NN(C(=C4C=C3)C)C)S(=O)(=O)N.Cl. Drug 2: C(=O)(N)NO. Cell line: EKVX. Synergy scores: CSS=3.72, Synergy_ZIP=2.48, Synergy_Bliss=4.02, Synergy_Loewe=3.75, Synergy_HSA=1.48. (9) Drug 1: CC1=C(C(=CC=C1)Cl)NC(=O)C2=CN=C(S2)NC3=CC(=NC(=N3)C)N4CCN(CC4)CCO. Drug 2: CN(C(=O)NC(C=O)C(C(C(CO)O)O)O)N=O. Cell line: SNB-19. Synergy scores: CSS=8.06, Synergy_ZIP=-1.68, Synergy_Bliss=1.18, Synergy_Loewe=-14.6, Synergy_HSA=-0.926. (10) Drug 1: C1=C(C(=O)NC(=O)N1)N(CCCl)CCCl. Drug 2: C(CN)CNCCSP(=O)(O)O. Cell line: HOP-62. Synergy scores: CSS=41.6, Synergy_ZIP=-0.367, Synergy_Bliss=-0.388, Synergy_Loewe=-31.4, Synergy_HSA=-0.998.